Dataset: Forward reaction prediction with 1.9M reactions from USPTO patents (1976-2016). Task: Predict the product of the given reaction. The product is: [O:4]1[C:5]2([CH2:10][CH2:9][CH:8]([C:11]3[C:16]([NH:17][S:19]([CH3:18])(=[O:21])=[O:20])=[CH:15][CH:14]=[CH:13][N:12]=3)[CH2:7][CH2:6]2)[O:1][CH2:2][CH2:3]1. Given the reactants [O:1]1[C:5]2([CH2:10][CH2:9][CH:8]([C:11]3[C:16]([NH2:17])=[CH:15][CH:14]=[CH:13][N:12]=3)[CH2:7][CH2:6]2)[O:4][CH2:3][CH2:2]1.[CH3:18][S:19](Cl)(=[O:21])=[O:20], predict the reaction product.